This data is from Forward reaction prediction with 1.9M reactions from USPTO patents (1976-2016). The task is: Predict the product of the given reaction. Given the reactants [CH2:1]([O:8][C:9]1[C:18]([O:19][CH3:20])=[CH:17][CH:16]=[C:15]2[C:10]=1[CH2:11][CH2:12][N:13]1[CH2:24][CH:23]([C:25]3[CH:26]=[C:27]([CH3:31])[CH:28]=[CH:29][CH:30]=3)[C:22](=O)[CH2:21][CH:14]12)[C:2]1[CH:7]=[CH:6][CH:5]=[CH:4][CH:3]=1.CO.C([O-])(=O)C.[NH4+:39].Cl.N[OH:42], predict the reaction product. The product is: [CH2:1]([O:8][C:9]1[C:18]([O:19][CH3:20])=[CH:17][CH:16]=[C:15]2[C:10]=1[CH2:11][CH2:12][N:13]1[CH2:24][CH:23]([C:25]3[CH:26]=[C:27]([CH3:31])[CH:28]=[CH:29][CH:30]=3)[C:22](=[N:39][OH:42])[CH2:21][CH:14]12)[C:2]1[CH:7]=[CH:6][CH:5]=[CH:4][CH:3]=1.